From a dataset of Reaction yield outcomes from USPTO patents with 853,638 reactions. Predict the reaction yield, written as a fraction of the theoretical maximum amount of product (1.0 means a 100% yield; for example, 0.34 means a 34% yield). (1) The reactants are [OH:1][CH2:2][CH2:3][NH:4][CH:5]1[CH2:10][CH2:9][N:8]([C:11]([O:13][CH2:14][C:15]2[CH:20]=[CH:19][CH:18]=[CH:17][CH:16]=2)=[O:12])[CH2:7][CH2:6]1.C(N([CH2:26][CH3:27])CC)C.ClCC(Cl)=[O:31]. The catalyst is C1COCC1. The product is [O:31]=[C:3]1[CH2:2][O:1][CH2:27][CH2:26][N:4]1[CH:5]1[CH2:10][CH2:9][N:8]([C:11]([O:13][CH2:14][C:15]2[CH:16]=[CH:17][CH:18]=[CH:19][CH:20]=2)=[O:12])[CH2:7][CH2:6]1. The yield is 0.440. (2) The reactants are [NH2:1][C:2]1[CH:10]=[CH:9][C:5]([C:6]([NH2:8])=[O:7])=[CH:4][CH:3]=1.P(=O)(O)(O)O.[N+]([O-])(O)=O.[N:20]([O-])=O.[Na+].[CH3:24][C:25](=[O:30])[CH2:26][C:27](=[O:29])[CH3:28].C([O-])(=O)C.[K+].C([O-])([O-])=O.[Na+].[Na+]. The catalyst is C(O)C. The product is [C:27]([C:26](=[N:20][NH:1][C:2]1[CH:10]=[CH:9][C:5]([C:6]([NH2:8])=[O:7])=[CH:4][CH:3]=1)[C:25](=[O:30])[CH3:24])(=[O:29])[CH3:28]. The yield is 0.250. (3) The product is [O:9]1[CH2:13][CH2:12][O:11][CH:10]1[C:14]1[CH:15]=[CH:16][C:17]([CH2:20][OH:21])=[N:18][CH:19]=1. The yield is 0.780. The catalyst is O. The reactants are C(O)C.O1CCCC1.[O:9]1[CH2:13][CH2:12][O:11][CH:10]1[C:14]1[CH:15]=[CH:16][C:17]([CH:20]=[O:21])=[N:18][CH:19]=1.[BH4-].[Na+].